This data is from Reaction yield outcomes from USPTO patents with 853,638 reactions. The task is: Predict the reaction yield, written as a fraction of the theoretical maximum amount of product (1.0 means a 100% yield; for example, 0.34 means a 34% yield). (1) The reactants are [CH2:1]([O:3][C:4](=[O:30])[CH:5]=[CH:6][C:7]1[N:8]=[C:9]([NH:12][C:13]([NH:15][C:16]2[CH:21]=[CH:20][C:19]([CH3:22])=[CH:18][C:17]=2[C:23]([CH:25]2[CH2:29][CH2:28][CH2:27][CH2:26]2)=[O:24])=[O:14])[S:10][CH:11]=1)[CH3:2]. The catalyst is [Pd]. The product is [CH2:1]([O:3][C:4](=[O:30])[CH2:5][CH2:6][C:7]1[N:8]=[C:9]([NH:12][C:13]([NH:15][C:16]2[CH:21]=[CH:20][C:19]([CH3:22])=[CH:18][C:17]=2[C:23]([CH:25]2[CH2:29][CH2:28][CH2:27][CH2:26]2)=[O:24])=[O:14])[S:10][CH:11]=1)[CH3:2]. The yield is 0.960. (2) The yield is 0.420. The reactants are [N:1]([C:4]1[CH:9]=[C:8]([CH3:10])[C:7]([C:11]2[C:15](=[O:16])[CH2:14][CH:13]([CH2:17][CH2:18][NH:19][C:20]([C:22]3[CH:27]=[CH:26][CH:25]=[CH:24][N:23]=3)=[O:21])[C:12]=2[O:28][CH3:29])=[C:6]([CH3:30])[CH:5]=1)=[N+:2]=[N-:3].C(N(CC)C(C)C)(C)C.[C:40]([Si:42]([CH3:45])([CH3:44])[CH3:43])#[CH:41]. The product is [CH3:30][C:6]1[CH:5]=[C:4]([N:1]2[CH:41]=[C:40]([Si:42]([CH3:45])([CH3:44])[CH3:43])[N:3]=[N:2]2)[CH:9]=[C:8]([CH3:10])[C:7]=1[C:11]1[C:15](=[O:16])[CH2:14][CH:13]([CH2:17][CH2:18][NH:19][C:20]([C:22]2[CH:27]=[CH:26][CH:25]=[CH:24][N:23]=2)=[O:21])[C:12]=1[O:28][CH3:29]. The catalyst is C1COCC1.